Dataset: Reaction yield outcomes from USPTO patents with 853,638 reactions. Task: Predict the reaction yield, written as a fraction of the theoretical maximum amount of product (1.0 means a 100% yield; for example, 0.34 means a 34% yield). (1) The reactants are [I:1][C:2]1[CH:7]=[C:6]([C:8]([F:11])([F:10])[F:9])[CH:5]=[CH:4][C:3]=1[NH2:12].[CH3:13][S:14](Cl)(=[O:16])=[O:15]. The catalyst is CN(C1C=CN=CC=1)C.N1C=CC=CC=1. The product is [I:1][C:2]1[CH:7]=[C:6]([C:8]([F:10])([F:11])[F:9])[CH:5]=[CH:4][C:3]=1[NH:12][S:14]([CH3:13])(=[O:16])=[O:15]. The yield is 0.320. (2) The reactants are [CH2:1]([N:8]1[CH:16]=[C:15]2[C:10]([CH:11]=[C:12]([C:17]3[CH:18]=[C:19]([CH2:27][CH2:28][CH2:29]Br)[N:20]4[C:25]=3[C:24]([NH2:26])=[N:23][CH:22]=[N:21]4)[CH:13]=[CH:14]2)=[N:9]1)[C:2]1[CH:7]=[CH:6][CH:5]=[CH:4][CH:3]=1.[ClH:31].FC1(F)CCNC1.C(N(CC)CC)C.[I-].[Na+]. The catalyst is CN(C=O)C. The product is [CH2:1]([N:8]1[CH:16]=[C:15]2[C:10]([CH:11]=[C:12]([C:17]3[CH:18]=[C:19]([CH2:27][CH2:28][CH2:29][Cl:31])[N:20]4[C:25]=3[C:24]([NH2:26])=[N:23][CH:22]=[N:21]4)[CH:13]=[CH:14]2)=[N:9]1)[C:2]1[CH:7]=[CH:6][CH:5]=[CH:4][CH:3]=1. The yield is 0.208. (3) The reactants are [CH3:1][CH:2]([C:6]1[C:10]([CH2:11][CH2:12][CH2:13][OH:14])=[CH:9][N:8]([C:15]2[CH:20]=[CH:19][C:18]([C:21]([F:24])([F:23])[F:22])=[CH:17][N:16]=2)[N:7]=1)[CH2:3][CH2:4][CH3:5].O[C:26]1[C:31]([CH3:32])=[CH:30][CH:29]=[CH:28][C:27]=1[CH2:33][C:34]([O:36]C)=[O:35].C(P(CCCC)CCCC)CCC.N(C(N1CCCCC1)=O)=NC(N1CCCCC1)=O. The catalyst is O1CCCC1. The product is [CH3:32][C:31]1[C:26]([O:14][CH2:13][CH2:12][CH2:11][C:10]2[C:6]([CH:2]([CH3:1])[CH2:3][CH2:4][CH3:5])=[N:7][N:8]([C:15]3[CH:20]=[CH:19][C:18]([C:21]([F:24])([F:23])[F:22])=[CH:17][N:16]=3)[CH:9]=2)=[C:27]([CH2:33][C:34]([OH:36])=[O:35])[CH:28]=[CH:29][CH:30]=1. The yield is 0.630. (4) The reactants are [C:1]([N:8]1[CH2:13][CH2:12][CH2:11][CH:10]([CH:14]=O)[CH2:9]1)([O:3][C:4]([CH3:7])([CH3:6])[CH3:5])=[O:2].[NH2:16][C:17]1[CH:22]=[CH:21][CH:20]=[CH:19][CH:18]=1.[BH3-]C#N.[Na+]. The catalyst is CO.COC(OC)OC. The product is [C:1]([N:8]1[CH2:13][CH2:12][CH2:11][CH:10]([CH2:14][NH:16][C:17]2[CH:22]=[CH:21][CH:20]=[CH:19][CH:18]=2)[CH2:9]1)([O:3][C:4]([CH3:7])([CH3:6])[CH3:5])=[O:2]. The yield is 0.790. (5) The reactants are [NH2:1][C:2]1[C:15]([O:16][CH3:17])=[CH:14][C:5]2[N:6]([CH2:12][CH3:13])[C:7](=[O:11])[CH2:8][CH2:9][CH2:10][C:4]=2[CH:3]=1.Cl[C:19]1[N:24]=[C:23]([NH:25][C:26]2[CH:31]=[CH:30][CH:29]=[CH:28][C:27]=2[N:32]2[CH:36]=[CH:35][CH:34]=[N:33]2)[C:22]([Cl:37])=[CH:21][N:20]=1. No catalyst specified. The product is [Cl:37][C:22]1[C:23]([NH:25][C:26]2[CH:31]=[CH:30][CH:29]=[CH:28][C:27]=2[N:32]2[CH:36]=[CH:35][CH:34]=[N:33]2)=[N:24][C:19]([NH:1][C:2]2[C:15]([O:16][CH3:17])=[CH:14][C:5]3[N:6]([CH2:12][CH3:13])[C:7](=[O:11])[CH2:8][CH2:9][CH2:10][C:4]=3[CH:3]=2)=[N:20][CH:21]=1. The yield is 0.320.